From a dataset of Forward reaction prediction with 1.9M reactions from USPTO patents (1976-2016). Predict the product of the given reaction. (1) Given the reactants Br[C:2]1[S:3][CH:4]=[C:5]([C:7]2[CH:12]=[CH:11][CH:10]=[C:9]([C:13]([F:16])([F:15])[F:14])[CH:8]=2)[N:6]=1.[N:17]1([C:23]([O:25][C:26]([CH3:29])([CH3:28])[CH3:27])=[O:24])[CH2:22][CH2:21][NH:20][CH2:19][CH2:18]1.C(=O)([O-])[O-].[K+].[K+].O, predict the reaction product. The product is: [F:14][C:13]([F:16])([F:15])[C:9]1[CH:8]=[C:7]([C:5]2[N:6]=[C:2]([N:20]3[CH2:19][CH2:18][N:17]([C:23]([O:25][C:26]([CH3:29])([CH3:28])[CH3:27])=[O:24])[CH2:22][CH2:21]3)[S:3][CH:4]=2)[CH:12]=[CH:11][CH:10]=1. (2) Given the reactants [NH2:1][C:2]1[CH:3]=[CH:4][C:5]([C:12]2[CH:17]=[CH:16][C:15]([NH:18][C:19]([NH:21][C:22]3[CH:27]=[CH:26][CH:25]=[C:24]([CH3:28])[CH:23]=3)=[O:20])=[CH:14][CH:13]=2)=[C:6]2[C:10]=1[C:9](=[O:11])[NH:8][CH2:7]2.[C:29](Cl)(=[O:31])[CH3:30], predict the reaction product. The product is: [CH3:28][C:24]1[CH:23]=[C:22]([NH:21][C:19]([NH:18][C:15]2[CH:14]=[CH:13][C:12]([C:5]3[CH:4]=[CH:3][C:2]([NH:1][C:29](=[O:31])[CH3:30])=[C:10]4[C:6]=3[CH2:7][NH:8][C:9]4=[O:11])=[CH:17][CH:16]=2)=[O:20])[CH:27]=[CH:26][CH:25]=1.